This data is from Forward reaction prediction with 1.9M reactions from USPTO patents (1976-2016). The task is: Predict the product of the given reaction. (1) Given the reactants Br[C:2]1[CH:7]=[CH:6][C:5]([C@@H:8]2[CH2:10][C@H:9]2[NH:11][C:12](=[O:18])[O:13][C:14]([CH3:17])([CH3:16])[CH3:15])=[CH:4][CH:3]=1.[CH:19]1(B(O)O)[CH2:21][CH2:20]1.P([O-])([O-])([O-])=O.[K+].[K+].[K+].C1(P(C2CCCCC2)C2CCCCC2)CCCCC1, predict the reaction product. The product is: [CH:19]1([C:2]2[CH:7]=[CH:6][C:5]([C@@H:8]3[CH2:10][C@H:9]3[NH:11][C:12](=[O:18])[O:13][C:14]([CH3:17])([CH3:16])[CH3:15])=[CH:4][CH:3]=2)[CH2:21][CH2:20]1. (2) Given the reactants CS(C)=O.C(Cl)(=O)C(Cl)=O.[CH3:11][C:12]([C:15]([N:17]1[CH2:22][CH2:21][CH:20]([CH2:23][OH:24])[CH2:19][CH2:18]1)=[O:16])([CH3:14])[CH3:13].C(N(CC)CC)C, predict the reaction product. The product is: [CH3:14][C:12]([C:15]([N:17]1[CH2:18][CH2:19][CH:20]([CH:23]=[O:24])[CH2:21][CH2:22]1)=[O:16])([CH3:11])[CH3:13]. (3) Given the reactants [CH3:1][C:2]1[CH:3]=[C:4]([OH:11])[CH:5]=[CH:6][C:7]=1[N+:8]([O-:10])=[O:9].Br[CH:13]([CH3:15])[CH3:14].C(=O)([O-])[O-].[K+].[K+], predict the reaction product. The product is: [CH:13]([O:11][C:4]1[CH:5]=[CH:6][C:7]([N+:8]([O-:10])=[O:9])=[C:2]([CH3:1])[CH:3]=1)([CH3:15])[CH3:14]. (4) Given the reactants [I-].C([N:9]1[CH2:14][CH2:13][N:12]([C:15]2[CH:16]=[C:17]([CH2:36][CH3:37])[C:18]3[C:27]([CH:28]=2)=[S+:26][C:25]2[C:20](=[C:21]([CH3:35])[CH:22]=[C:23]([N:29]4[CH2:34][CH2:33][O:32][CH2:31][CH2:30]4)[CH:24]=2)[N:19]=3)[CH2:11][CH2:10]1)(OC(C)(C)C)=O.[F:38][C:39]([F:44])([F:43])[C:40]([OH:42])=[O:41], predict the reaction product. The product is: [F:38][C:39]([F:44])([F:43])[C:40]([O-:42])=[O:41].[CH2:36]([C:17]1[C:18]2[C:27](=[S+:26][C:25]3[C:20]([N:19]=2)=[C:21]([CH3:35])[CH:22]=[C:23]([N:29]2[CH2:34][CH2:33][O:32][CH2:31][CH2:30]2)[CH:24]=3)[CH:28]=[C:15]([N:12]2[CH2:13][CH2:14][NH:9][CH2:10][CH2:11]2)[CH:16]=1)[CH3:37]. (5) Given the reactants [CH2:1]([C:3]1[CH:8]=[C:7]([C:9]#[C:10][Si](C)(C)C)[CH:6]=[C:5]([CH3:15])[C:4]=1[C:16]1[C:17](=[O:34])[CH:18]([CH2:23][CH2:24][NH:25][C:26]([C:28]2[CH:33]=[CH:32][CH:31]=[CH:30][N:29]=2)=[O:27])[CH2:19][C:20]=1[O:21][CH3:22])[CH3:2].[F-].C([N+](CCCC)(CCCC)CCCC)CCC, predict the reaction product. The product is: [CH2:1]([C:3]1[CH:8]=[C:7]([C:9]#[CH:10])[CH:6]=[C:5]([CH3:15])[C:4]=1[C:16]1[C:17](=[O:34])[CH:18]([CH2:23][CH2:24][NH:25][C:26]([C:28]2[CH:33]=[CH:32][CH:31]=[CH:30][N:29]=2)=[O:27])[CH2:19][C:20]=1[O:21][CH3:22])[CH3:2]. (6) Given the reactants C([O:3][C:4](=[O:48])[CH:5]([C:42]1[CH:47]=[CH:46][CH:45]=[CH:44][CH:43]=1)[C:6]([N:8]1[CH2:13][CH2:12][N:11]([CH2:14][C:15]2[C:16]([C:36]3[CH:41]=[CH:40][CH:39]=[CH:38][CH:37]=3)=[N:17][C:18]3[C:23]([C:24]=2[C:25](=[O:35])[NH:26][C@H:27]([CH:29]2[CH2:34][CH2:33][CH2:32][CH2:31][CH2:30]2)[CH3:28])=[CH:22][CH:21]=[CH:20][CH:19]=3)[CH2:10][CH2:9]1)=[O:7])C.[OH-].[Na+:50], predict the reaction product. The product is: [Na+:50].[CH:29]1([C@@H:27]([NH:26][C:25]([C:24]2[C:23]3[C:18](=[CH:19][CH:20]=[CH:21][CH:22]=3)[N:17]=[C:16]([C:36]3[CH:41]=[CH:40][CH:39]=[CH:38][CH:37]=3)[C:15]=2[CH2:14][N:11]2[CH2:10][CH2:9][N:8]([C:6](=[O:7])[CH:5]([C:42]3[CH:43]=[CH:44][CH:45]=[CH:46][CH:47]=3)[C:4]([O-:48])=[O:3])[CH2:13][CH2:12]2)=[O:35])[CH3:28])[CH2:30][CH2:31][CH2:32][CH2:33][CH2:34]1.